Task: Predict the reactants needed to synthesize the given product.. Dataset: Full USPTO retrosynthesis dataset with 1.9M reactions from patents (1976-2016) Given the product [CH3:4][O:5][C:6](=[O:26])[C:7]1[CH:12]=[C:11]([O:13][CH2:14][CH:15]=[C:16]([Cl:18])[Cl:17])[CH:10]=[C:9]([Cl:19])[C:8]=1[OH:20], predict the reactants needed to synthesize it. The reactants are: [Br-].[Mg+2].[Br-].[CH3:4][O:5][C:6](=[O:26])[C:7]1[CH:12]=[C:11]([O:13][CH2:14][CH:15]=[C:16]([Cl:18])[Cl:17])[CH:10]=[C:9]([Cl:19])[C:8]=1[O:20]CC=C(Cl)Cl.Cl.O.